From a dataset of Forward reaction prediction with 1.9M reactions from USPTO patents (1976-2016). Predict the product of the given reaction. (1) Given the reactants [OH:1][C:2]1[CH:3]=[C:4]([CH:33]=[CH:34][CH:35]=1)[CH2:5][C@H:6]([CH:30]([CH3:32])[CH3:31])[CH2:7][C@H:8]([NH:22][C:23]([O:25][C:26]([CH3:29])([CH3:28])[CH3:27])=[O:24])[C@@H:9]([OH:21])[CH2:10][NH:11][C:12](=[O:20])[C:13]([CH3:19])([CH3:18])[CH2:14][CH2:15][CH2:16][CH3:17].C([O-])(O)=O.[Na+].[Br:41]Br, predict the reaction product. The product is: [OH:1][C:2]1[CH:3]=[C:4]([CH:33]=[CH:34][C:35]=1[Br:41])[CH2:5][C@H:6]([CH:30]([CH3:32])[CH3:31])[CH2:7][C@H:8]([NH:22][C:23]([O:25][C:26]([CH3:29])([CH3:28])[CH3:27])=[O:24])[C@@H:9]([OH:21])[CH2:10][NH:11][C:12](=[O:20])[C:13]([CH3:18])([CH3:19])[CH2:14][CH2:15][CH2:16][CH3:17]. (2) Given the reactants [C:1]([N:8]1C=CN=C1)([N:3]1[CH:7]=[CH:6]N=[CH:4]1)=[S:2].N1CC[CH:16]([C:19]([O:21][CH2:22][CH3:23])=[O:20])[CH2:15]C1, predict the reaction product. The product is: [NH2:8][C:1]([N:3]1[CH2:4][CH2:15][CH:16]([C:19]([O:21][CH2:22][CH3:23])=[O:20])[CH2:6][CH2:7]1)=[S:2]. (3) Given the reactants [C:1]1([CH:8]=[CH:7][C:5]([OH:6])=[CH:4][CH:3]=1)[OH:2].[C:9]1([OH:22])[C:10]([C:15]2[C:16]([OH:21])=[CH:17][CH:18]=[CH:19][CH:20]=2)=[CH:11][CH:12]=[CH:13][CH:14]=1.COC1C(=CC=CC=1)COC(=O)OCC1C(=CC=CC=1)OC, predict the reaction product. The product is: [C:16]1([OH:21])[C:15]([C:10]2[C:9]([OH:22])=[CH:14][CH:13]=[CH:12][CH:11]=2)=[CH:20][CH:19]=[CH:18][CH:17]=1.[C:1]1([CH:8]=[CH:7][C:5]([OH:6])=[CH:4][CH:3]=1)[OH:2]. (4) Given the reactants [CH2:1]([N:3]1[CH2:8][CH2:7][CH:6]([C:9]2[CH:14]=[CH:13][C:12]([N+:15]([O-])=O)=[CH:11][CH:10]=2)[CH2:5][CH2:4]1)[CH3:2], predict the reaction product. The product is: [CH2:1]([N:3]1[CH2:8][CH2:7][CH:6]([C:9]2[CH:10]=[CH:11][C:12]([NH2:15])=[CH:13][CH:14]=2)[CH2:5][CH2:4]1)[CH3:2].